From a dataset of Forward reaction prediction with 1.9M reactions from USPTO patents (1976-2016). Predict the product of the given reaction. (1) Given the reactants [Br:1][C:2]1[CH:9]=[C:6]([CH:7]=[O:8])[C:5]([OH:10])=[CH:4][CH:3]=1.C([O-])([O-])=O.[K+].[K+].[Br:17][CH2:18][CH2:19]Br.[NH4+].[Cl-], predict the reaction product. The product is: [Br:1][C:2]1[CH:3]=[CH:4][C:5]([O:10][CH2:19][CH2:18][Br:17])=[C:6]([CH:9]=1)[CH:7]=[O:8]. (2) Given the reactants [OH:1][C:2]1[CH:3]=[CH:4][C:5](I)=[C:6]([CH:9]=1)[C:7]#[N:8].C(Cl)(Cl)Cl.P(C(C)(C)C)(C(C)(C)C)C(C)(C)C.[O:28]1[CH:32]=[CH:31][C:30](B(O)O)=[CH:29]1.[F-].[Cs+], predict the reaction product. The product is: [O:28]1[CH:32]=[CH:31][C:30]([C:5]2[CH:4]=[CH:3][C:2]([OH:1])=[CH:9][C:6]=2[C:7]#[N:8])=[CH:29]1. (3) Given the reactants [CH3:1][S:2]([N:5]1[CH2:10][CH:9]=[C:8]([C:11]2[CH:12]=[C:13]3[CH2:34][C:18]4([CH2:33][C:20]5([CH2:25][CH2:24][N:23]([C:26]([O:28][C:29]([CH3:32])([CH3:31])[CH3:30])=[O:27])[CH2:22][CH2:21]5)[CH2:19]4)[O:17][C:14]3=[CH:15][N:16]=2)[CH2:7][CH2:6]1)(=[O:4])=[O:3], predict the reaction product. The product is: [CH3:1][S:2]([N:5]1[CH2:10][CH2:9][CH:8]([C:11]2[CH:12]=[C:13]3[CH2:34][C:18]4([CH2:33][C:20]5([CH2:21][CH2:22][N:23]([C:26]([O:28][C:29]([CH3:30])([CH3:32])[CH3:31])=[O:27])[CH2:24][CH2:25]5)[CH2:19]4)[O:17][C:14]3=[CH:15][N:16]=2)[CH2:7][CH2:6]1)(=[O:4])=[O:3]. (4) Given the reactants [F:1][C:2]1[N:7]=[CH:6][C:5]([NH:8][C:9]([C@@H:11]2[CH2:15][CH2:14][CH2:13][N:12]2[C:16]2[N:17]=[C:18]([NH:25][C:26]3[CH:30]=[C:29]([CH:31]([CH3:33])[CH3:32])[NH:28][N:27]=3)[C:19]3[CH2:24][CH2:23][CH2:22][C:20]=3[N:21]=2)=[O:10])=[CH:4][CH:3]=1.NC(N)=[O:36].OO.FC(F)(F)C(OC(=O)C(F)(F)F)=O, predict the reaction product. The product is: [F:1][C:2]1[CH:3]=[CH:4][C:5]([NH:8][C:9]([C@@H:11]2[CH2:15][CH2:14][CH2:13][N:12]2[C:16]2[N:17]=[C:18]([NH:25][C:26]3[CH:30]=[C:29]([CH:31]([CH3:33])[CH3:32])[NH:28][N:27]=3)[C:19]3[CH2:24][CH2:23][CH2:22][C:20]=3[N:21]=2)=[O:10])=[CH:6][N+:7]=1[O-:36].